This data is from Catalyst prediction with 721,799 reactions and 888 catalyst types from USPTO. The task is: Predict which catalyst facilitates the given reaction. (1) Reactant: [CH3:1][C:2]1([CH3:11])[N:6]2[C:7](=[O:10])[CH2:8][CH2:9][C@H:5]2[CH2:4][O:3]1.[Li+].CC([N-]C(C)C)C.[C:20](=O)([O:23]C)[O:21][CH3:22].P([O-])(O)(O)=O.[K+]. Product: [CH3:1][C:2]1([CH3:11])[N:6]2[C:7](=[O:10])[CH:8]([C:20]([O:21][CH3:22])=[O:23])[CH2:9][C@H:5]2[CH2:4][O:3]1. The catalyst class is: 1. (2) Reactant: [C:1]1([S:7]([C:10]2[CH:11]=[C:12]3[C:17](=[CH:18][CH:19]=2)[C:16]([CH2:20][NH2:21])=[CH:15][CH:14]=[CH:13]3)(=[O:9])=[O:8])[CH:6]=[CH:5][CH:4]=[CH:3][CH:2]=1.[CH2:22](N(CC)CC)[CH3:23].[C:39]([O:38][BH-]([O:38][C:39](=[O:41])[CH3:40])[O:38][C:39](=[O:41])[CH3:40])(=[O:41])[CH3:40].[Na+]. Product: [CH2:22]([O:38][C:39](=[O:41])[CH2:40][NH:21][CH2:20][C:16]1[C:17]2[C:12](=[CH:11][C:10]([S:7]([C:1]3[CH:2]=[CH:3][CH:4]=[CH:5][CH:6]=3)(=[O:9])=[O:8])=[CH:19][CH:18]=2)[CH:13]=[CH:14][CH:15]=1)[CH3:23]. The catalyst class is: 68. (3) Product: [Br:1][C:2]1[CH:19]=[CH:18][C:5]([C:6]([C:20]#[CH:21])([C:8]2[CH:13]=[CH:12][C:11]([O:14][CH2:15][CH2:16][CH3:17])=[CH:10][CH:9]=2)[OH:7])=[CH:4][CH:3]=1. Reactant: [Br:1][C:2]1[CH:19]=[CH:18][C:5]([C:6]([C:8]2[CH:13]=[CH:12][C:11]([O:14][CH2:15][CH2:16][CH3:17])=[CH:10][CH:9]=2)=[O:7])=[CH:4][CH:3]=1.[C:20]([Mg]Br)#[CH:21]. The catalyst class is: 1. (4) Reactant: [ClH:1].[F:2][C:3]1([F:16])[CH2:7][CH2:6][C@@H:5]([NH:8]C(=O)OC(C)(C)C)[CH2:4]1. Product: [ClH:1].[F:2][C:3]1([F:16])[CH2:7][CH2:6][C@@H:5]([NH2:8])[CH2:4]1. The catalyst class is: 12. (5) The catalyst class is: 13. Reactant: ClC1C=CC=C(C(OO)=[O:9])C=1.C(Cl)(Cl)Cl.[C:16]([N:18]1[CH2:23][CH2:22][CH:21]([NH:24][S:25]([C:27]([CH3:30])([CH3:29])[CH3:28])=[O:26])[CH2:20][CH2:19]1)#[N:17]. Product: [C:16]([N:18]1[CH2:23][CH2:22][CH:21]([NH:24][S:25]([C:27]([CH3:30])([CH3:29])[CH3:28])(=[O:9])=[O:26])[CH2:20][CH2:19]1)#[N:17].